This data is from Forward reaction prediction with 1.9M reactions from USPTO patents (1976-2016). The task is: Predict the product of the given reaction. Given the reactants [NH2:1][C:2]1[CH:3]=[CH:4][C:5]([F:18])=[C:6]([C@:8]2([CH3:17])[C@@H:14]([F:15])[CH2:13][O:12][CH2:11][C:10]([NH2:16])=[N:9]2)[CH:7]=1.[O:19]1[CH2:24][CH2:23][C:22](=O)[CH2:21][CH2:20]1, predict the reaction product. The product is: [F:15][C@H:14]1[CH2:13][O:12][CH2:11][C:10]([NH2:16])=[N:9][C@@:8]1([C:6]1[CH:7]=[C:2]([NH:1][CH:22]2[CH2:23][CH2:24][O:19][CH2:20][CH2:21]2)[CH:3]=[CH:4][C:5]=1[F:18])[CH3:17].